Binary Classification. Given a T-cell receptor sequence (or CDR3 region) and an epitope sequence, predict whether binding occurs between them. From a dataset of TCR-epitope binding with 47,182 pairs between 192 epitopes and 23,139 TCRs. (1) The epitope is TAFTIPSI. The TCR CDR3 sequence is CASSKGGEETQYF. Result: 0 (the TCR does not bind to the epitope). (2) Result: 0 (the TCR does not bind to the epitope). The epitope is EILDITPCSF. The TCR CDR3 sequence is CSARDGTGWNTGELFF. (3) The epitope is PROT_97E67BCC. The TCR CDR3 sequence is CASSSRTSGGTDTQYF. Result: 1 (the TCR binds to the epitope). (4) The epitope is RQLLFVVEV. The TCR CDR3 sequence is CASSSTNLGEQFF. Result: 0 (the TCR does not bind to the epitope). (5) The epitope is TSDLATNNLVVMAY. The TCR CDR3 sequence is CASSEARWVAGVWTGELFF. Result: 0 (the TCR does not bind to the epitope).